Dataset: Peptide-MHC class I binding affinity with 185,985 pairs from IEDB/IMGT. Task: Regression. Given a peptide amino acid sequence and an MHC pseudo amino acid sequence, predict their binding affinity value. This is MHC class I binding data. The peptide sequence is RGPYRAFVTI. The MHC is HLA-B40:01 with pseudo-sequence HLA-B40:01. The binding affinity (normalized) is 0.495.